Dataset: Forward reaction prediction with 1.9M reactions from USPTO patents (1976-2016). Task: Predict the product of the given reaction. (1) Given the reactants Cl[C:2]1[CH:7]=[CH:6][C:5]([I:8])=[CH:4][N:3]=1.[NH2:9][NH2:10], predict the reaction product. The product is: [NH:9]([C:2]1[CH:7]=[CH:6][C:5]([I:8])=[CH:4][N:3]=1)[NH2:10]. (2) Given the reactants Cl.[CH3:2][N:3]1[C:11]2[C:6](=[CH:7][CH:8]=[CH:9][CH:10]=2)[CH:5]=[C:4]1[CH2:12][NH:13][CH2:14][C:15]([OH:17])=O.[CH2:18]([C@H:25]1[CH2:29][NH:28][C@H:27]([C:30]([NH:32][C:33]2[CH:38]=[CH:37][C:36]([O:39][C:40]3[CH:45]=[CH:44][C:43]([F:46])=[CH:42][CH:41]=3)=[CH:35][CH:34]=2)=[O:31])[CH2:26]1)[C:19]1[CH:24]=[CH:23][CH:22]=[CH:21][CH:20]=1, predict the reaction product. The product is: [CH2:18]([C@H:25]1[CH2:29][N:28]([C:15](=[O:17])[CH2:14][NH:13][CH2:12][C:4]2[N:3]([CH3:2])[C:11]3[C:6]([CH:5]=2)=[CH:7][CH:8]=[CH:9][CH:10]=3)[C@H:27]([C:30]([NH:32][C:33]2[CH:38]=[CH:37][C:36]([O:39][C:40]3[CH:41]=[CH:42][C:43]([F:46])=[CH:44][CH:45]=3)=[CH:35][CH:34]=2)=[O:31])[CH2:26]1)[C:19]1[CH:20]=[CH:21][CH:22]=[CH:23][CH:24]=1. (3) Given the reactants [CH2:1]([C@H:8]1[N:13]([C:14]([C:16]2[N:17]=[CH:18][N:19]([CH:27]3[CH2:32][CH2:31][CH2:30][NH:29][CH2:28]3)[C:20]=2[C:21]2[CH:26]=[CH:25][CH:24]=[CH:23][CH:22]=2)=[O:15])[CH2:12][CH2:11][N:10]([C:33]([O:35][C:36]([CH3:39])([CH3:38])[CH3:37])=[O:34])[CH2:9]1)[C:2]1[CH:7]=[CH:6][CH:5]=[CH:4][CH:3]=1.[CH:40]1[CH:41]=[CH:42][C:43](P([C:40]2[C:45]([C:40]3[C:45](P([C:40]4[CH:45]=[CH:44][CH:43]=[CH:42][CH:41]=4)[C:40]4[CH:45]=[CH:44][CH:43]=[CH:42][CH:41]=4)=[CH:44][CH:43]=[C:42]4[C:41]=3C=CC=C4)=[C:44]3[C:43](C=CC=C3)=[CH:42][CH:41]=2)[C:40]2[CH:45]=[CH:44][CH:43]=[CH:42][CH:41]=2)=[CH:44][CH:45]=1.CC(C)([O-])C.[Na+].BrC1C=CC=CC=1, predict the reaction product. The product is: [CH2:1]([C@H:8]1[N:13]([C:14]([C:16]2[N:17]=[CH:18][N:19]([CH:27]3[CH2:32][CH2:31][CH2:30][N:29]([C:40]4[CH:41]=[CH:42][CH:43]=[CH:44][CH:45]=4)[CH2:28]3)[C:20]=2[C:21]2[CH:26]=[CH:25][CH:24]=[CH:23][CH:22]=2)=[O:15])[CH2:12][CH2:11][N:10]([C:33]([O:35][C:36]([CH3:39])([CH3:38])[CH3:37])=[O:34])[CH2:9]1)[C:2]1[CH:7]=[CH:6][CH:5]=[CH:4][CH:3]=1.